Dataset: Reaction yield outcomes from USPTO patents with 853,638 reactions. Task: Predict the reaction yield, written as a fraction of the theoretical maximum amount of product (1.0 means a 100% yield; for example, 0.34 means a 34% yield). (1) The reactants are [Br:1][C:2]1[CH:7]=[C:6]([CH3:8])[CH:5]=[CH:4][C:3]=1[OH:9].C(=O)([O-])[O-].[K+].[K+].C(Br)C=C.[CH2:20]([O:23]CC=C)[CH:21]=[CH2:22].C(C1C=C(C)C=C(Br)C=1O)C=C.ClC1C=C(C=CC=1)C(OO)=O. The catalyst is C1(C)C=C(C)C=C(C)C=1. The product is [Br:1][C:2]1[C:3]2[O:9][CH:21]([CH2:20][OH:23])[CH2:22][C:4]=2[CH:5]=[C:6]([CH3:8])[CH:7]=1. The yield is 0.430. (2) The reactants are [CH3:1][C:2]1([CH3:10])[O:9][C:7](=[O:8])[CH2:6][C:4](=[O:5])O1.N1C=C[CH:14]=[CH:13][CH:12]=1.[C:17](Cl)(=O)C(C)C. The catalyst is C(Cl)Cl. The product is [CH3:12][CH:13]([CH3:14])[C:4](=[O:5])[CH2:6][C:7]([O:9][C:2]([CH3:1])([CH3:10])[CH3:17])=[O:8]. The yield is 0.570.